This data is from Catalyst prediction with 721,799 reactions and 888 catalyst types from USPTO. The task is: Predict which catalyst facilitates the given reaction. (1) Reactant: Cl[C:2]1[N:10]=[C:9]([CH3:11])[CH:8]=[C:7]([NH:12][CH:13]([CH2:16][CH3:17])[CH2:14][CH3:15])[C:3]=1[C:4]([NH2:6])=[O:5].[CH3:18][C:19]1[CH:24]=[C:23]([Br:25])[CH:22]=[C:21]([CH3:26])[C:20]=1[OH:27].CC([O-])(C)C.[K+]. Product: [Br:25][C:23]1[CH:24]=[C:19]([CH3:18])[C:20]([O:27][C:2]2[N:10]=[C:9]([CH3:11])[CH:8]=[C:7]([NH:12][CH:13]([CH2:16][CH3:17])[CH2:14][CH3:15])[C:3]=2[C:4]([NH2:6])=[O:5])=[C:21]([CH3:26])[CH:22]=1. The catalyst class is: 37. (2) Reactant: [Cl:1][C:2]1[CH:7]=[CH:6][C:5]([N:8]2[C:13](=[O:14])[C:12]3[NH:15][N:16]=[C:17]([C:18]4[CH:23]=[CH:22][CH:21]=[CH:20][CH:19]=4)[C:11]=3[N:10]=[C:9]2[C:24]2[CH:29]=[CH:28][C:27]([B:30]3[O:34][C:33]([CH3:36])([CH3:35])[C:32]([CH3:38])([CH3:37])[O:31]3)=[CH:26][CH:25]=2)=[CH:4][CH:3]=1.[CH3:39][N:40]([CH3:44])[C:41](Cl)=[O:42]. Product: [CH3:39][N:40]([CH3:44])[C:41]([N:15]1[C:12]2[C:13](=[O:14])[N:8]([C:5]3[CH:4]=[CH:3][C:2]([Cl:1])=[CH:7][CH:6]=3)[C:9]([C:24]3[CH:29]=[CH:28][C:27]([B:30]4[O:34][C:33]([CH3:36])([CH3:35])[C:32]([CH3:38])([CH3:37])[O:31]4)=[CH:26][CH:25]=3)=[N:10][C:11]=2[C:17]([C:18]2[CH:19]=[CH:20][CH:21]=[CH:22][CH:23]=2)=[N:16]1)=[O:42]. The catalyst class is: 228.